This data is from Forward reaction prediction with 1.9M reactions from USPTO patents (1976-2016). The task is: Predict the product of the given reaction. Given the reactants C[O:2][C:3]([C:5]1[CH:14]=[C:13]([O:15][CH2:16][C:17](=[O:34])[NH:18][C:19]2[CH:24]=[CH:23][CH:22]=[C:21]([CH2:25][NH:26][C:27]([O:29][C:30]([CH3:33])([CH3:32])[CH3:31])=[O:28])[CH:20]=2)[C:12]2[C:7](=[CH:8][C:9]([Cl:36])=[CH:10][C:11]=2[Cl:35])[CH:6]=1)=[O:4].[Li+].[OH-], predict the reaction product. The product is: [C:30]([O:29][C:27]([NH:26][CH2:25][C:21]1[CH:20]=[C:19]([NH:18][C:17]([CH2:16][O:15][C:13]2[C:12]3[C:7](=[CH:8][C:9]([Cl:36])=[CH:10][C:11]=3[Cl:35])[CH:6]=[C:5]([C:3]([OH:4])=[O:2])[CH:14]=2)=[O:34])[CH:24]=[CH:23][CH:22]=1)=[O:28])([CH3:33])([CH3:31])[CH3:32].